This data is from Catalyst prediction with 721,799 reactions and 888 catalyst types from USPTO. The task is: Predict which catalyst facilitates the given reaction. (1) Reactant: CN(C)CCCN=C=NCC.[Cl:12][C:13]1[CH:14]=[N:15][C:16]([N:19]2[CH2:24][CH2:23][CH:22]([NH:25][CH:26]3[CH2:28][CH2:27]3)[CH2:21][CH2:20]2)=[N:17][CH:18]=1.[CH3:29][C:30]1[N:31]([C:35]2[CH:43]=[CH:42][C:38]([C:39](O)=[O:40])=[CH:37][CH:36]=2)[CH:32]=[CH:33][N:34]=1.ON1C2C=CC=CC=2N=N1.C(#N)C.O.FC(F)(F)C(O)=O. Product: [Cl:12][C:13]1[CH:14]=[N:15][C:16]([N:19]2[CH2:24][CH2:23][CH:22]([N:25]([CH:26]3[CH2:28][CH2:27]3)[C:39](=[O:40])[C:38]3[CH:37]=[CH:36][C:35]([N:31]4[CH:32]=[CH:33][N:34]=[C:30]4[CH3:29])=[CH:43][CH:42]=3)[CH2:21][CH2:20]2)=[N:17][CH:18]=1. The catalyst class is: 289. (2) Reactant: [NH2:1][C:2]1[CH:9]=[C:8]([O:10][CH3:11])[C:7]([O:12][CH2:13][CH2:14][CH2:15][N:16]2[CH2:21][CH2:20][O:19][CH2:18][CH2:17]2)=[CH:6][C:3]=1[C:4]#[N:5].C([OH:27])(CC)(C)C. Product: [NH2:1][C:2]1[CH:9]=[C:8]([O:10][CH3:11])[C:7]([O:12][CH2:13][CH2:14][CH2:15][N:16]2[CH2:17][CH2:18][O:19][CH2:20][CH2:21]2)=[CH:6][C:3]=1[C:4]([NH2:5])=[O:27]. The catalyst class is: 2. (3) Reactant: [F:1][C:2]1[CH:9]=[C:8]([NH2:10])[CH:7]=[CH:6][C:3]=1[C:4]#[N:5].C(S([O-])(=O)=O)(F)(F)F.C(S([O-])(=O)=O)(F)(F)F.C(S([O-])(=O)=O)(F)(F)F.[Yb+3].C[Si]([C:40]#[N:41])(C)C.[CH3:42][O:43][C:44]1[CH:45]=[C:46]([CH:49]=[CH:50][C:51]=1[O:52][CH3:53])[CH:47]=O. Product: [C:40]([CH:47]([NH:10][C:8]1[CH:7]=[CH:6][C:3]([C:4]#[N:5])=[C:2]([F:1])[CH:9]=1)[C:46]1[CH:49]=[CH:50][C:51]([O:52][CH3:53])=[C:44]([O:43][CH3:42])[CH:45]=1)#[N:41]. The catalyst class is: 1. (4) Reactant: Br[C:2]1[C:3]([NH2:9])=[N:4][CH:5]=[C:6]([Cl:8])[CH:7]=1.[C:10]([C:12]1[CH:13]=[C:14]([CH:17]=[CH:18][CH:19]=1)[CH:15]=[CH2:16])#[N:11]. Product: [NH2:9][C:3]1[C:2](/[CH:16]=[CH:15]/[C:14]2[CH:13]=[C:12]([CH:19]=[CH:18][CH:17]=2)[C:10]#[N:11])=[CH:7][C:6]([Cl:8])=[CH:5][N:4]=1. The catalyst class is: 2.